Regression. Given a peptide amino acid sequence and an MHC pseudo amino acid sequence, predict their binding affinity value. This is MHC class I binding data. From a dataset of Peptide-MHC class I binding affinity with 185,985 pairs from IEDB/IMGT. (1) The peptide sequence is APEEKYLSM. The MHC is HLA-A03:01 with pseudo-sequence HLA-A03:01. The binding affinity (normalized) is 0.0847. (2) The peptide sequence is KPFNNILNL. The MHC is HLA-A11:01 with pseudo-sequence HLA-A11:01. The binding affinity (normalized) is 0.0631. (3) The peptide sequence is TPSGTWLTY. The MHC is HLA-B58:01 with pseudo-sequence HLA-B58:01. The binding affinity (normalized) is 0.0847. (4) The peptide sequence is EISTNIRQA. The MHC is HLA-B35:01 with pseudo-sequence HLA-B35:01. The binding affinity (normalized) is 0. (5) The peptide sequence is MLKLRQARL. The MHC is HLA-B58:01 with pseudo-sequence HLA-B58:01. The binding affinity (normalized) is 0.0847.